From a dataset of Forward reaction prediction with 1.9M reactions from USPTO patents (1976-2016). Predict the product of the given reaction. Given the reactants [S:1]([C:5]1[CH:10]=[CH:9][C:8]([C:11]2[CH2:12][CH2:13][CH2:14][C:15]3[CH:27]=[C:26]([O:28]C)[CH:25]=[CH:24][C:16]=3[C:17]=2[CH2:18][CH2:19][CH2:20][CH2:21][CH2:22][OH:23])=[CH:7][CH:6]=1)([CH3:4])(=[O:3])=[O:2].C[S-].[Na+], predict the reaction product. The product is: [OH:23][CH2:22][CH2:21][CH2:20][CH2:19][CH2:18][C:17]1[C:16]2[CH:24]=[CH:25][C:26]([OH:28])=[CH:27][C:15]=2[CH2:14][CH2:13][CH2:12][C:11]=1[C:8]1[CH:9]=[CH:10][C:5]([S:1]([CH3:4])(=[O:3])=[O:2])=[CH:6][CH:7]=1.